From a dataset of Forward reaction prediction with 1.9M reactions from USPTO patents (1976-2016). Predict the product of the given reaction. (1) Given the reactants [O:1]=[C:2]1[C:8]2=[CH:9][C:10]3[CH:11]=[CH:12][C:13]([C:16]([NH:18][C:19]4[CH:24]=[CH:23][CH:22]=[C:21](B5OC(C)(C)C(C)(C)O5)[CH:20]=4)=[O:17])=[CH:14][C:15]=3[N:7]2[CH2:6][CH2:5][CH2:4][NH:3]1.[O-]P([O-])([O-])=O.[K+].[K+].[K+].Br[C:43]1[CH:47]=[CH:46][NH:45][N:44]=1, predict the reaction product. The product is: [O:1]=[C:2]1[C:8]2=[CH:9][C:10]3[CH:11]=[CH:12][C:13]([C:16]([NH:18][C:19]4[CH:24]=[CH:23][CH:22]=[C:21]([C:43]5[CH:47]=[CH:46][NH:45][N:44]=5)[CH:20]=4)=[O:17])=[CH:14][C:15]=3[N:7]2[CH2:6][CH2:5][CH2:4][NH:3]1. (2) The product is: [Cl:15][C:12]1[CH:13]=[CH:14][C:9]([NH:8][C:6](=[O:7])[C:5]2[CH:22]=[CH:23][C:2]([N:27]3[CH2:26][CH:25]([CH3:24])[O:30][CH:29]([CH3:31])[CH2:28]3)=[N:3][CH:4]=2)=[CH:10][C:11]=1[C:16]1[CH:21]=[CH:20][CH:19]=[CH:18][N:17]=1. Given the reactants Cl[C:2]1[CH:23]=[CH:22][C:5]([C:6]([NH:8][C:9]2[CH:14]=[CH:13][C:12]([Cl:15])=[C:11]([C:16]3[CH:21]=[CH:20][CH:19]=[CH:18][N:17]=3)[CH:10]=2)=[O:7])=[CH:4][N:3]=1.[CH3:24][CH:25]1[O:30][CH:29]([CH3:31])[CH2:28][NH:27][CH2:26]1, predict the reaction product. (3) Given the reactants [C:1]([O:6][C:7]1[CH:12]=[CH:11][C:10](Cl)=[CH:9][CH:8]=1)([CH2:4][CH3:5])([CH3:3])[CH3:2].[Mg].B(OC)(OC)[O:16]C.OO, predict the reaction product. The product is: [CH3:5][CH2:4][C:1]([O:6][C:7]1[CH:12]=[CH:11][C:10]([OH:16])=[CH:9][CH:8]=1)([CH3:3])[CH3:2]. (4) Given the reactants [Cl:1][C:2]1[CH:7]=[C:6]([Cl:8])[CH:5]=[CH:4][C:3]=1[C:9]1[C:17]2[C:13](=[C:14]([CH:19]([C:21]3[N:22]([CH2:26][O:27][CH3:28])[N:23]=[CH:24][N:25]=3)[OH:20])[N:15]([CH3:18])[N:16]=2)[CH:12]=[CH:11][CH:10]=1, predict the reaction product. The product is: [Cl:1][C:2]1[CH:7]=[C:6]([Cl:8])[CH:5]=[CH:4][C:3]=1[C:9]1[C:17]2[C:13](=[C:14]([C:19]([C:21]3[N:22]([CH2:26][O:27][CH3:28])[N:23]=[CH:24][N:25]=3)=[O:20])[N:15]([CH3:18])[N:16]=2)[CH:12]=[CH:11][CH:10]=1. (5) Given the reactants B.[Cl:2][C:3]1[CH:11]=[C:10]([C:12]([F:15])([F:14])[F:13])[CH:9]=[CH:8][C:4]=1[C:5](O)=[O:6].Cl, predict the reaction product. The product is: [Cl:2][C:3]1[CH:11]=[C:10]([C:12]([F:13])([F:14])[F:15])[CH:9]=[CH:8][C:4]=1[CH2:5][OH:6]. (6) Given the reactants C([C:4]1([C:17]([O:19][CH2:20][CH3:21])=[O:18])[CH2:9][CH2:8][N:7]([C:10]([O:12][C:13]([CH3:16])([CH3:15])[CH3:14])=[O:11])[CH2:6][CH2:5]1)C=C.ClCCl.[BH4-].[Na+].CC(C)=O, predict the reaction product. The product is: [O:18]=[C:17]1[C:4]2([CH2:5][CH2:6][N:7]([C:10]([O:12][C:13]([CH3:14])([CH3:15])[CH3:16])=[O:11])[CH2:8][CH2:9]2)[CH2:21][CH2:20][O:19]1.